Dataset: Reaction yield outcomes from USPTO patents with 853,638 reactions. Task: Predict the reaction yield, written as a fraction of the theoretical maximum amount of product (1.0 means a 100% yield; for example, 0.34 means a 34% yield). (1) The reactants are [CH:1]1([N:4]2[C:9](=[O:10])[CH2:8][C:7](=O)[N:6]([C:12]3[CH:17]=[CH:16][CH:15]=[C:14]([N+:18]([O-:20])=[O:19])[CH:13]=3)[C:5]2=[O:21])[CH2:3][CH2:2]1.P(Cl)(Cl)([Cl:24])=O. The catalyst is O. The product is [Cl:24][C:7]1[N:6]([C:12]2[CH:17]=[CH:16][CH:15]=[C:14]([N+:18]([O-:20])=[O:19])[CH:13]=2)[C:5](=[O:21])[N:4]([CH:1]2[CH2:3][CH2:2]2)[C:9](=[O:10])[CH:8]=1. The yield is 0.340. (2) The reactants are [H-].[Na+].[Cl:3][C:4]1[C:5]2[CH:12]=[CH:11][NH:10][C:6]=2[N:7]=[CH:8][N:9]=1.[CH:13]1(Br)[CH2:17][CH2:16][CH2:15][CH2:14]1. The catalyst is CN(C=O)C. The product is [Cl:3][C:4]1[C:5]2[CH:12]=[CH:11][N:10]([CH:13]3[CH2:17][CH2:16][CH2:15][CH2:14]3)[C:6]=2[N:7]=[CH:8][N:9]=1. The yield is 0.750.